From a dataset of Full USPTO retrosynthesis dataset with 1.9M reactions from patents (1976-2016). Predict the reactants needed to synthesize the given product. (1) Given the product [Br:1][C:13]1[CH:12]=[N:11][C:9]2[NH:10][C@@H:4]([CH3:3])[C:5](=[O:15])[NH:6][CH2:7][C:8]=2[CH:14]=1, predict the reactants needed to synthesize it. The reactants are: [Br:1]Br.[CH3:3][C@@H:4]1[NH:10][C:9]2[N:11]=[CH:12][CH:13]=[CH:14][C:8]=2[CH2:7][NH:6][C:5]1=[O:15]. (2) Given the product [ClH:1].[Cl:22][C:23]1[CH:24]=[C:25]2[C:31]([C:2]3[N:7]=[C:6]([NH:8][C@H:9]4[CH2:14][CH2:13][CH2:12][C@:11]([CH2:16][NH:17][C:18](=[O:20])[CH3:19])([OH:15])[CH2:10]4)[C:5]([F:21])=[CH:4][N:3]=3)=[CH:30][NH:29][C:26]2=[N:27][CH:28]=1, predict the reactants needed to synthesize it. The reactants are: [Cl:1][C:2]1[N:7]=[C:6]([NH:8][C@H:9]2[CH2:14][CH2:13][CH2:12][C@:11]([CH2:16][NH:17][C:18](=[O:20])[CH3:19])([OH:15])[CH2:10]2)[C:5]([F:21])=[CH:4][N:3]=1.[Cl:22][C:23]1[CH:24]=[C:25]2[C:31](B3OC(C)(C)C(C)(C)O3)=[CH:30][N:29](S(C3C=CC(C)=CC=3)(=O)=O)[C:26]2=[N:27][CH:28]=1.C(=O)([O-])[O-].[Na+].[Na+]. (3) Given the product [NH2:5][CH2:6][C:7]1([NH:11][C:12]2[C:21]3[C:16](=[CH:17][CH:18]=[C:19]([CH3:22])[CH:20]=3)[N:15]=[C:14]([N:23]3[CH2:29][C:28]4[CH:30]=[CH:31][CH:32]=[CH:33][C:27]=4[S:26](=[O:34])[CH2:25][CH2:24]3)[N:13]=2)[CH2:8][O:9][CH2:10]1, predict the reactants needed to synthesize it. The reactants are: FC(F)(F)C([NH:5][CH2:6][C:7]1([NH:11][C:12]2[C:21]3[C:16](=[CH:17][CH:18]=[C:19]([CH3:22])[CH:20]=3)[N:15]=[C:14]([N:23]3[CH2:29][C:28]4[CH:30]=[CH:31][CH:32]=[CH:33][C:27]=4[S:26](=[O:34])[CH2:25][CH2:24]3)[N:13]=2)[CH2:10][O:9][CH2:8]1)=O.[OH-].[Na+]. (4) The reactants are: C([O:3][C:4](=[O:21])[C:5]1[CH:10]=[CH:9][CH:8]=[N:7][C:6]=1[C:11]1[CH:16]=[CH:15][C:14]([C:17]([F:20])([F:19])[F:18])=[CH:13][CH:12]=1)C.O.[OH-].[Li+]. Given the product [F:19][C:17]([F:18])([F:20])[C:14]1[CH:13]=[CH:12][C:11]([C:6]2[N:7]=[CH:8][CH:9]=[CH:10][C:5]=2[C:4]([OH:21])=[O:3])=[CH:16][CH:15]=1, predict the reactants needed to synthesize it. (5) Given the product [F:35][C:3]([F:2])([F:34])[C:4]1[CH:5]=[C:6]([C@@H:14]([N:16]([CH3:33])[C:17]([C@H:19]2[CH2:24][CH2:23][N:22]([S:46]([CH:43]3[CH2:45][CH2:44]3)(=[O:48])=[O:47])[CH2:21][C@@H:20]2[C:25]2[CH:30]=[CH:29][C:28]([F:31])=[CH:27][C:26]=2[CH3:32])=[O:18])[CH3:15])[CH:7]=[C:8]([C:10]([F:12])([F:13])[F:11])[CH:9]=1, predict the reactants needed to synthesize it. The reactants are: Cl.[F:2][C:3]([F:35])([F:34])[C:4]1[CH:5]=[C:6]([C@@H:14]([N:16]([CH3:33])[C:17]([C@H:19]2[CH2:24][CH2:23][NH:22][CH2:21][C@@H:20]2[C:25]2[CH:30]=[CH:29][C:28]([F:31])=[CH:27][C:26]=2[CH3:32])=[O:18])[CH3:15])[CH:7]=[C:8]([C:10]([F:13])([F:12])[F:11])[CH:9]=1.CCN(CC)CC.[CH:43]1([S:46](Cl)(=[O:48])=[O:47])[CH2:45][CH2:44]1.O. (6) The reactants are: [Cl:1][C:2]1[CH:3]=[C:4]2[C:8](=[CH:9][CH:10]=1)[NH:7][CH:6]=[C:5]2[CH2:11][CH2:12][NH:13][C:14](=[O:23])[C:15]1[CH:20]=[CH:19][CH:18]=[C:17]([CH2:21]Cl)[CH:16]=1.[S:24]1[CH:28]=[CH:27][C:26](B(O)O)=[CH:25]1.ClCCl.C(=O)([O-])[O-].[Na+].[Na+].[I-].[Na+]. Given the product [Cl:1][C:2]1[CH:3]=[C:4]2[C:8](=[CH:9][CH:10]=1)[NH:7][CH:6]=[C:5]2[CH2:11][CH2:12][NH:13][C:14](=[O:23])[C:15]1[CH:20]=[CH:19][CH:18]=[C:17]([CH2:21][C:26]2[CH:27]=[CH:28][S:24][CH:25]=2)[CH:16]=1, predict the reactants needed to synthesize it. (7) Given the product [C:10]1([C:6]2[CH:5]=[C:4]([Br:8])[CH:3]=[C:2]([C:17]3[C:16]4[C:25]5=[C:24]6[C:13](=[CH:14][CH:15]=4)[CH:12]=[CH:11][CH:10]=[C:23]6[CH:22]=[CH:21][C:20]5=[CH:19][CH:18]=3)[CH:7]=2)[C:23]2[C:24]3=[C:25]4[C:20](=[CH:21][CH:22]=2)[CH:19]=[CH:18][CH:17]=[C:16]4[CH:15]=[CH:14][C:13]3=[CH:12][CH:11]=1, predict the reactants needed to synthesize it. The reactants are: Br[C:2]1[C:3](Br)=[C:4]([Br:8])[CH:5]=[CH:6][CH:7]=1.[C:10]1(B(O)O)[C:23]2[C:24]3=[C:25]4[C:20](=[CH:21][CH:22]=2)[CH:19]=[CH:18][CH:17]=[C:16]4[CH:15]=[CH:14][C:13]3=[CH:12][CH:11]=1.C(=O)([O-])[O-].[Na+].[Na+]. (8) Given the product [CH3:1][O:2][C:3](=[O:12])[C:4]1[CH:9]=[CH:8][C:7]([NH:22][CH2:21][C:18]2[CH:19]=[N:20][C:15]([C:14]([F:24])([F:13])[F:23])=[CH:16][CH:17]=2)=[N:6][C:5]=1[F:11], predict the reactants needed to synthesize it. The reactants are: [CH3:1][O:2][C:3](=[O:12])[C:4]1[CH:9]=[CH:8][C:7](F)=[N:6][C:5]=1[F:11].[F:13][C:14]([F:24])([F:23])[C:15]1[N:20]=[CH:19][C:18]([CH2:21][NH2:22])=[CH:17][CH:16]=1.O. (9) Given the product [CH:3]1([C:4]#[C:5][C:6]2[CH:7]=[C:8]([C@@H:12]3[C@@H:16]([C:17]4[CH:22]=[CH:21][CH:20]=[C:19]([F:23])[CH:18]=4)[O:15][C:14](=[O:24])[NH:13]3)[CH:9]=[N:10][CH:11]=2)[CH2:32][CH2:27]1, predict the reactants needed to synthesize it. The reactants are: CN(C)[CH2:3][C:4]#[C:5][C:6]1[CH:7]=[C:8]([C@@H:12]2[C@@H:16]([C:17]3[CH:22]=[CH:21][CH:20]=[C:19]([F:23])[CH:18]=3)[O:15][C:14](=[O:24])[NH:13]2)[CH:9]=[N:10][CH:11]=1.Br[C:27]1C=C([C@@H]2[C@@H](C3C=CC=C(F)C=3)OC(=O)N2)C=N[CH:32]=1.C(C1CC1)#C.